From a dataset of Peptide-MHC class II binding affinity with 134,281 pairs from IEDB. Regression. Given a peptide amino acid sequence and an MHC pseudo amino acid sequence, predict their binding affinity value. This is MHC class II binding data. (1) The peptide sequence is NSLLFIPDIKLAIDN. The MHC is HLA-DQA10301-DQB10302 with pseudo-sequence HLA-DQA10301-DQB10302. The binding affinity (normalized) is 0.145. (2) The peptide sequence is SGKLFMHVTLGSDVE. The MHC is DRB1_0404 with pseudo-sequence DRB1_0404. The binding affinity (normalized) is 0.738. (3) The peptide sequence is QAYAATVAAAPQVKY. The MHC is HLA-DQA10501-DQB10301 with pseudo-sequence HLA-DQA10501-DQB10301. The binding affinity (normalized) is 0.811. (4) The peptide sequence is LSVTEQSEFYFPRAP. The MHC is DRB3_0101 with pseudo-sequence DRB3_0101. The binding affinity (normalized) is 0.0587. (5) The peptide sequence is TNILLNVPLRGTIVT. The MHC is DRB1_0701 with pseudo-sequence DRB1_0701. The binding affinity (normalized) is 0.391. (6) The peptide sequence is GGWWLTFGQILGLAQ. The MHC is HLA-DQA10301-DQB10302 with pseudo-sequence HLA-DQA10301-DQB10302. The binding affinity (normalized) is 0.0629.